Dataset: Reaction yield outcomes from USPTO patents with 853,638 reactions. Task: Predict the reaction yield, written as a fraction of the theoretical maximum amount of product (1.0 means a 100% yield; for example, 0.34 means a 34% yield). (1) The reactants are [CH:1]([C:4]1[CH:8]=[C:7]([NH2:9])[N:6]([C:10]2[CH:15]=[CH:14][CH:13]=[CH:12][CH:11]=2)[N:5]=1)([CH3:3])[CH3:2].C(=O)([O-])[O-].[K+].[K+].Cl[C:23]([O:25][C:26]1[CH:31]=[CH:30][CH:29]=[CH:28][CH:27]=1)=[O:24]. The catalyst is C(Cl)Cl. The product is [CH:1]([C:4]1[CH:8]=[C:7]([NH:9][C:23](=[O:24])[O:25][C:26]2[CH:31]=[CH:30][CH:29]=[CH:28][CH:27]=2)[N:6]([C:10]2[CH:15]=[CH:14][CH:13]=[CH:12][CH:11]=2)[N:5]=1)([CH3:3])[CH3:2]. The yield is 0.540. (2) The reactants are ClC(Cl)(O[C:5](=[O:11])OC(Cl)(Cl)Cl)Cl.[Si:13]([O:20][CH2:21][C:22]([OH:34])([CH3:33])[C:23]([O:25][CH2:26][C:27]1[CH:32]=[CH:31][CH:30]=[CH:29][CH:28]=1)=[O:24])([C:16]([CH3:19])([CH3:18])[CH3:17])([CH3:15])[CH3:14].[CH3:35][NH:36][CH3:37]. The catalyst is CN(C1C=CN=CC=1)C.C(Cl)Cl. The product is [Si:13]([O:20][CH2:21][C:22]([O:34][C:5](=[O:11])[N:36]([CH3:37])[CH3:35])([CH3:33])[C:23]([O:25][CH2:26][C:27]1[CH:32]=[CH:31][CH:30]=[CH:29][CH:28]=1)=[O:24])([C:16]([CH3:19])([CH3:18])[CH3:17])([CH3:15])[CH3:14]. The yield is 0.820. (3) The reactants are [CH3:1][O:2][C:3]1[CH:14]=[CH:13][C:6]([CH2:7][N:8]2[CH:12]=[CH:11][CH:10]=[N:9]2)=[CH:5][CH:4]=1.[Li]CCCC.[CH2:20]([CH:22]([CH2:25][CH3:26])[CH:23]=[O:24])[CH3:21]. The catalyst is C1COCC1. The product is [CH2:20]([CH:22]([CH2:25][CH3:26])[CH:23]([C:12]1[N:8]([CH2:7][C:6]2[CH:5]=[CH:4][C:3]([O:2][CH3:1])=[CH:14][CH:13]=2)[N:9]=[CH:10][CH:11]=1)[OH:24])[CH3:21]. The yield is 0.370. (4) The reactants are [C:1]([C:4]1[CH:12]=[CH:11][C:7]([C:8](O)=[O:9])=[CH:6][CH:5]=1)(=[O:3])[CH3:2].C(N1C=CN=C1)([N:15]1C=CN=C1)=O.N. The catalyst is O1CCCC1. The product is [C:1]([C:4]1[CH:12]=[CH:11][C:7]([C:8]([NH2:15])=[O:9])=[CH:6][CH:5]=1)(=[O:3])[CH3:2]. The yield is 0.500. (5) The reactants are [CH3:1][C:2]1[NH:3][C:4](=[O:26])[C:5]([CH2:11][C:12]2[CH:17]=[CH:16][C:15]([C:18]3[C:19]([C:24]#[N:25])=[CH:20][CH:21]=[CH:22][CH:23]=3)=[CH:14][CH:13]=2)=[C:6]([CH2:8][CH2:9][CH3:10])[N:7]=1.Br[CH2:28][CH:29]1[CH2:34][CH2:33][CH2:32][CH2:31][O:30]1.C(=O)([O-])[O-].[K+].[K+].CN(C)C=O. The catalyst is C(OCC)(=O)C. The product is [CH3:1][C:2]1[N:3]([CH2:28][CH:29]2[CH2:34][CH2:33][CH2:32][CH2:31][O:30]2)[C:4](=[O:26])[C:5]([CH2:11][C:12]2[CH:17]=[CH:16][C:15]([C:18]3[C:19]([C:24]#[N:25])=[CH:20][CH:21]=[CH:22][CH:23]=3)=[CH:14][CH:13]=2)=[C:6]([CH2:8][CH2:9][CH3:10])[N:7]=1. The yield is 0.480. (6) The reactants are [OH:1][CH2:2][CH2:3][CH2:4][CH2:5][CH2:6][CH2:7][CH2:8][CH2:9][CH2:10][CH2:11][CH2:12][C:13]([OH:15])=[O:14].[Cl:16][C:17]([Cl:21])([Cl:20])[CH2:18]O.C1(N=C=NC2CCCCC2)CCCCC1.N1C=CC=CC=1. The catalyst is ClCCl. The product is [OH:1][CH2:2][CH2:3][CH2:4][CH2:5][CH2:6][CH2:7][CH2:8][CH2:9][CH2:10][CH2:11][CH2:12][C:13]([O:15][CH2:18][C:17]([Cl:21])([Cl:20])[Cl:16])=[O:14]. The yield is 0.660.